Dataset: Full USPTO retrosynthesis dataset with 1.9M reactions from patents (1976-2016). Task: Predict the reactants needed to synthesize the given product. (1) The reactants are: [Cl:1][C:2]1[CH:8]=[CH:7][C:5]([NH2:6])=[CH:4][C:3]=1[C:9]1[CH:14]=[CH:13][CH:12]=[CH:11][N:10]=1.[I:15][C:16]1[CH:24]=[C:23]([S:25]([CH3:28])(=[O:27])=[O:26])[CH:22]=[CH:21][C:17]=1[C:18](O)=[O:19]. Given the product [Cl:1][C:2]1[CH:8]=[CH:7][C:5]([NH:6][C:18](=[O:19])[C:17]2[CH:21]=[CH:22][C:23]([S:25]([CH3:28])(=[O:27])=[O:26])=[CH:24][C:16]=2[I:15])=[CH:4][C:3]=1[C:9]1[CH:14]=[CH:13][CH:12]=[CH:11][N:10]=1, predict the reactants needed to synthesize it. (2) Given the product [CH3:16][C:17]1[CH:18]=[C:19]([C:23]2[CH:31]=[C:30]3[C:26]([CH:27]=[N:28][NH:29]3)=[C:25]([NH:38][C:13]([CH:10]3[CH2:12][CH2:11]3)=[O:14])[CH:24]=2)[CH:20]=[CH:21][CH:22]=1, predict the reactants needed to synthesize it. The reactants are: CCN(C(C)C)C(C)C.[CH:10]1([C:13](Cl)=[O:14])[CH2:12][CH2:11]1.[CH3:16][C:17]1[CH:18]=[C:19]([C:23]2[CH:24]=[C:25]([NH2:38])[C:26]3[C:30]([CH:31]=2)=[N:29][N:28](C2CCCCO2)[CH:27]=3)[CH:20]=[CH:21][CH:22]=1. (3) The reactants are: [CH2:1]([O:3][C:4]([C:6]1[N:7]([C:27]2[CH:32]=[CH:31][C:30]([O:33][CH:34]([CH3:36])[CH3:35])=[CH:29][CH:28]=2)[C:8]2[C:13]([C:14]=1Br)=[CH:12][C:11]([O:16][C:17]1[CH:22]=[CH:21][C:20]([C:23]([F:26])([F:25])[F:24])=[CH:19][CH:18]=1)=[CH:10][CH:9]=2)=[O:5])[CH3:2].[C:37]([NH2:45])(=[O:44])[C:38]1[CH:43]=[CH:42][CH:41]=[N:40][CH:39]=1.[O-]P([O-])([O-])=O.[K+].[K+].[K+].CNCCNC. Given the product [CH2:1]([O:3][C:4]([C:6]1[N:7]([C:27]2[CH:32]=[CH:31][C:30]([O:33][CH:34]([CH3:36])[CH3:35])=[CH:29][CH:28]=2)[C:8]2[C:13]([C:14]=1[NH:45][C:37]([C:38]1[CH:39]=[N:40][CH:41]=[CH:42][CH:43]=1)=[O:44])=[CH:12][C:11]([O:16][C:17]1[CH:22]=[CH:21][C:20]([C:23]([F:26])([F:25])[F:24])=[CH:19][CH:18]=1)=[CH:10][CH:9]=2)=[O:5])[CH3:2], predict the reactants needed to synthesize it.